Dataset: Forward reaction prediction with 1.9M reactions from USPTO patents (1976-2016). Task: Predict the product of the given reaction. Given the reactants [OH:1][C@H:2]1[C@@H:7]2[CH2:8][CH2:9][C@@H:4]([C@@H:5]([CH2:17][O:18][CH2:19][O:20][CH3:21])[N:6]2[C:10]([O:12][C:13]([CH3:16])([CH3:15])[CH3:14])=[O:11])[CH2:3]1.[H-].[Na+].Cl[C:25]1[CH:30]=[CH:29][C:28]([C:31]([F:34])([F:33])[F:32])=[CH:27][N:26]=1, predict the reaction product. The product is: [CH3:21][O:20][CH2:19][O:18][CH2:17][C@@H:5]1[C@@H:4]2[CH2:9][CH2:8][C@@H:7]([C@H:2]([O:1][C:25]3[CH:30]=[CH:29][C:28]([C:31]([F:34])([F:33])[F:32])=[CH:27][N:26]=3)[CH2:3]2)[N:6]1[C:10]([O:12][C:13]([CH3:16])([CH3:15])[CH3:14])=[O:11].